Dataset: Full USPTO retrosynthesis dataset with 1.9M reactions from patents (1976-2016). Task: Predict the reactants needed to synthesize the given product. (1) Given the product [C:18]([O:17][C:15]([N:12]1[CH2:13][CH2:14][CH:10]([O:8][C:5]2[CH:6]=[N:7][C:2]([Cl:1])=[CH:3][CH:4]=2)[CH2:11]1)=[O:16])([CH3:21])([CH3:19])[CH3:20], predict the reactants needed to synthesize it. The reactants are: [Cl:1][C:2]1[N:7]=[CH:6][C:5]([OH:8])=[CH:4][CH:3]=1.O[CH:10]1[CH2:14][CH2:13][N:12]([C:15]([O:17][C:18]([CH3:21])([CH3:20])[CH3:19])=[O:16])[CH2:11]1. (2) Given the product [CH2:6]([NH:13][C:14]([C:16]1[S:20][C:19]([N:21]2[CH2:26][CH2:25][CH2:24][CH:23]([NH:5][CH2:4][CH:1]3[CH2:3][CH2:2]3)[C:22]2=[O:28])=[N:18][C:17]=1[CH3:29])=[O:15])[C:7]1[CH:12]=[CH:11][CH:10]=[CH:9][CH:8]=1, predict the reactants needed to synthesize it. The reactants are: [CH:1]1([CH2:4][NH2:5])[CH2:3][CH2:2]1.[CH2:6]([NH:13][C:14]([C:16]1[S:20][C:19]([N:21]2[CH2:26][CH2:25][CH2:24][CH:23](Br)[C:22]2=[O:28])=[N:18][C:17]=1[CH3:29])=[O:15])[C:7]1[CH:12]=[CH:11][CH:10]=[CH:9][CH:8]=1. (3) The reactants are: [C:1]1([C:36]2[CH:41]=[CH:40][CH:39]=[CH:38][CH:37]=2)[CH:6]=[CH:5][C:4]([C:7]([N:9]2[CH2:14][CH2:13][N:12]([C:15]3[C:16]4[CH:33]=[C:32]([CH2:34][CH3:35])[S:31][C:17]=4[N:18]=[C:19]([NH:21][C:22]([NH:24][CH2:25][C:26]([O:28]CC)=[O:27])=[O:23])[N:20]=3)[CH2:11][CH2:10]2)=[O:8])=[CH:3][CH:2]=1.O.[OH-].[Li+].C(=O)(O)[O-].[Na+]. Given the product [C:1]1([C:36]2[CH:37]=[CH:38][CH:39]=[CH:40][CH:41]=2)[CH:2]=[CH:3][C:4]([C:7]([N:9]2[CH2:10][CH2:11][N:12]([C:15]3[C:16]4[CH:33]=[C:32]([CH2:34][CH3:35])[S:31][C:17]=4[N:18]=[C:19]([NH:21][C:22]([NH:24][CH2:25][C:26]([OH:28])=[O:27])=[O:23])[N:20]=3)[CH2:13][CH2:14]2)=[O:8])=[CH:5][CH:6]=1, predict the reactants needed to synthesize it. (4) The reactants are: Cl[C:2]1[C:7]([N+:8]([O-:10])=[O:9])=[CH:6][CH:5]=[C:4]([O:11][CH3:12])[N:3]=1.[CH3:13][N:14]([CH3:18])[CH2:15][CH2:16][NH2:17]. Given the product [CH3:12][O:11][C:4]1[N:3]=[C:2]([NH:17][CH2:16][CH2:15][N:14]([CH3:18])[CH3:13])[C:7]([N+:8]([O-:10])=[O:9])=[CH:6][CH:5]=1, predict the reactants needed to synthesize it. (5) Given the product [Cl:1][C:2]1[CH:28]=[CH:27][C:26]([Cl:29])=[CH:25][C:3]=1[C:4]1[O:24][C:8]([C:9]2[CH:14]=[CH:13][C:12]([O:15][CH2:16][CH2:17][CH2:18][CH2:19][CH2:20][CH2:21][CH2:22][CH3:23])=[CH:11][CH:10]=2)=[N:7][N:6]=1, predict the reactants needed to synthesize it. The reactants are: [Cl:1][C:2]1[CH:28]=[CH:27][C:26]([Cl:29])=[CH:25][C:3]=1[C:4]([NH:6][NH:7][C:8](=[O:24])[C:9]1[CH:14]=[CH:13][C:12]([O:15][CH2:16][CH2:17][CH2:18][CH2:19][CH2:20][CH2:21][CH2:22][CH3:23])=[CH:11][CH:10]=1)=O.P(Cl)(Cl)(Cl)=O. (6) Given the product [CH3:19][NH:18][CH2:17][C:16]1[CH:15]=[CH:14][C:13]([C:11]2[O:12][C:8]3[C:9](=[C:4]([C:1]([NH2:2])=[O:3])[CH:5]=[CH:6][CH:7]=3)[N:10]=2)=[CH:31][CH:30]=1, predict the reactants needed to synthesize it. The reactants are: [C:1]([C:4]1[C:9]2[N:10]=[C:11]([C:13]3[CH:31]=[CH:30][C:16]([CH2:17][N:18](C)[C:19](=O)OCC4C=CC=CC=4)=[CH:15][CH:14]=3)[O:12][C:8]=2[CH:7]=[CH:6][CH:5]=1)(=[O:3])[NH2:2].